From a dataset of Acute oral toxicity (LD50) regression data from Zhu et al.. Regression/Classification. Given a drug SMILES string, predict its toxicity properties. Task type varies by dataset: regression for continuous values (e.g., LD50, hERG inhibition percentage) or binary classification for toxic/non-toxic outcomes (e.g., AMES mutagenicity, cardiotoxicity, hepatotoxicity). Dataset: ld50_zhu. (1) The rat oral LD50 is 1.64, given as -log10 of the dose in mol/kg body weight (higher means more acutely toxic). The compound is CNC(=O)Nc1ccccc1. (2) The drug is CCOc1ccc(C=O)cc1. The rat oral LD50 is 1.85, given as -log10 of the dose in mol/kg body weight (higher means more acutely toxic).